The task is: Predict the product of the given reaction.. This data is from Forward reaction prediction with 1.9M reactions from USPTO patents (1976-2016). (1) Given the reactants [Br:1][C:2]1[CH:10]=[CH:9][C:5]([C:6]([O-:8])=O)=[C:4]([CH2:11]Br)[CH:3]=1.[CH3:13][O:14][CH2:15][CH2:16][NH2:17], predict the reaction product. The product is: [Br:1][C:2]1[CH:3]=[C:4]2[C:5](=[CH:9][CH:10]=1)[C:6](=[O:8])[N:17]([CH2:16][CH2:15][O:14][CH3:13])[CH2:11]2. (2) The product is: [CH3:35][CH2:34][CH2:33][CH2:32][CH2:31][CH2:30][O:29][C:27](/[N:26]=[C:25](\[NH2:36])/[C:22]1[CH:21]=[CH:20][C:19]([NH:18][CH2:17][C:15]2[N:14]([CH3:37])[C:13]3[CH:38]=[CH:39][C:10]([C:8]([N:7]([C:2]4[CH:3]=[CH:4][CH:5]=[CH:6][N:1]=4)[CH2:40][CH2:41][C:42]([O:44][CH2:45][CH3:46])=[O:43])=[O:9])=[CH:11][C:12]=3[N:16]=2)=[CH:24][CH:23]=1)=[O:28].[CH3:47][S:48]([OH:51])(=[O:50])=[O:49]. Given the reactants [N:1]1[CH:6]=[CH:5][CH:4]=[CH:3][C:2]=1[N:7]([CH2:40][CH2:41][C:42]([O:44][CH2:45][CH3:46])=[O:43])[C:8]([C:10]1[CH:39]=[CH:38][C:13]2[N:14]([CH3:37])[C:15]([CH2:17][NH:18][C:19]3[CH:24]=[CH:23][C:22]([C:25](=[NH:36])[NH:26][C:27]([O:29][CH2:30][CH2:31][CH2:32][CH2:33][CH2:34][CH3:35])=[O:28])=[CH:21][CH:20]=3)=[N:16][C:12]=2[CH:11]=1)=[O:9].[CH3:47][S:48]([OH:51])(=[O:50])=[O:49], predict the reaction product.